Predict the product of the given reaction. From a dataset of Forward reaction prediction with 1.9M reactions from USPTO patents (1976-2016). (1) Given the reactants C([O:5][C:6](=[O:18])[CH2:7][C@H:8]1[CH2:13][C@@H:12]([CH2:14][OH:15])[O:11][C:10]([CH3:17])([CH3:16])[O:9]1)(C)(C)C.ClCCl.C(N(CC)CC)C.[CH3:29][S:30](Cl)(=[O:32])=[O:31], predict the reaction product. The product is: [CH3:29][S:30]([O:15][CH2:14][C@H:12]1[O:11][C:10]([CH3:17])([CH3:16])[O:9][C@@H:8]([CH2:7][C:6]([OH:5])=[O:18])[CH2:13]1)(=[O:32])=[O:31]. (2) Given the reactants [OH:1][CH:2]1[CH2:7][CH2:6][N:5]([CH3:8])[CH2:4][CH2:3]1.[CH2:9]([N:17]1[CH:21]=[C:20]([C:22]2[CH:27]=[CH:26][CH:25]=[CH:24][CH:23]=2)[N:19]=[C:18]1[CH:28]=O)[CH2:10][C:11]1[CH:16]=[CH:15][CH:14]=[CH:13][CH:12]=1.C([O-])([O-])=O.[Na+].[Na+], predict the reaction product. The product is: [CH3:8][N:5]1[CH2:6][CH2:7][CH:2]([O:1][CH:28]2[C:12]3[CH:13]=[CH:14][CH:15]=[CH:16][C:11]=3[CH2:10][CH2:9][N:17]3[C:18]2=[N:19][C:20]([C:22]2[CH:27]=[CH:26][CH:25]=[CH:24][CH:23]=2)=[CH:21]3)[CH2:3][CH2:4]1. (3) The product is: [NH2:21][C:13]1[CH:14]=[N:15][C:16]2[C:11]([C:12]=1[C:24]([C:26]1[CH:27]=[CH:28][C:29]([C:30]#[N:31])=[CH:32][CH:33]=1)=[O:25])=[CH:10][C:9]([O:8][CH2:1][C:2]1[CH:3]=[CH:4][CH:5]=[CH:6][CH:7]=1)=[C:18]([O:19][CH3:20])[CH:17]=2. Given the reactants [CH2:1]([O:8][C:9]1[CH:10]=[C:11]2[C:16](=[CH:17][C:18]=1[O:19][CH3:20])[N:15]=[CH:14][C:13]([N+:21]([O-])=O)=[C:12]2[C:24]([C:26]1[CH:33]=[CH:32][C:29]([C:30]#[N:31])=[CH:28][CH:27]=1)=[O:25])[C:2]1[CH:7]=[CH:6][CH:5]=[CH:4][CH:3]=1.Cl, predict the reaction product. (4) Given the reactants [OH:1][C:2]1[CH:3]=[C:4]([CH:18]=[CH:19][CH:20]=1)[CH2:5][CH:6]1[C:10]2[NH:11][C:12]([C:14]([O:16]C)=[O:15])=[CH:13][C:9]=2[CH2:8][CH2:7]1.[OH-].[Li+].CO, predict the reaction product. The product is: [OH:1][C:2]1[CH:3]=[C:4]([CH:18]=[CH:19][CH:20]=1)[CH2:5][CH:6]1[C:10]2[NH:11][C:12]([C:14]([OH:16])=[O:15])=[CH:13][C:9]=2[CH2:8][CH2:7]1.